This data is from Full USPTO retrosynthesis dataset with 1.9M reactions from patents (1976-2016). The task is: Predict the reactants needed to synthesize the given product. (1) Given the product [Cl:8][C:5]1[CH:6]=[CH:7][C:2]([N:17]([CH2:16][CH2:15][CH2:14][N:13]([CH3:19])[CH3:12])[CH3:18])=[C:3]([N+:9]([O-:11])=[O:10])[CH:4]=1, predict the reactants needed to synthesize it. The reactants are: Cl[C:2]1[CH:7]=[CH:6][C:5]([Cl:8])=[CH:4][C:3]=1[N+:9]([O-:11])=[O:10].[CH3:12][N:13]([CH3:19])[CH2:14][CH2:15][CH2:16][NH:17][CH3:18]. (2) Given the product [CH3:1][NH:2][C:3]1[C:8]([CH:9]=[CH:21][C:22](=[O:24])[CH3:23])=[CH:7][N:6]=[C:5]([S:11][CH3:12])[N:4]=1, predict the reactants needed to synthesize it. The reactants are: [CH3:1][NH:2][C:3]1[C:8]([CH:9]=O)=[CH:7][N:6]=[C:5]([S:11][CH3:12])[N:4]=1.C(OP([CH2:21][C:22](=[O:24])[CH3:23])(=O)OCC)C.[H-].[Na+].C(O)CCC. (3) Given the product [NH2:1][C:2]1[CH:9]=[CH:8][C:7]([Cl:10])=[CH:6][C:3]=1[C:4]([C:18]1[CH:17]=[CH:16][CH:15]=[C:14]([CH:11]([CH3:13])[CH3:12])[CH:19]=1)=[O:24], predict the reactants needed to synthesize it. The reactants are: [NH2:1][C:2]1[CH:9]=[CH:8][C:7]([Cl:10])=[CH:6][C:3]=1[C:4]#N.[CH:11]([C:14]1[CH:15]=[C:16]([Mg]Br)[CH:17]=[CH:18][CH:19]=1)([CH3:13])[CH3:12].C([O:24]CC)C. (4) Given the product [Br:1][C:2]1[CH:7]=[C:6]([I:10])[C:5]([OH:8])=[C:4]([Cl:9])[CH:3]=1, predict the reactants needed to synthesize it. The reactants are: [Br:1][C:2]1[CH:7]=[CH:6][C:5]([OH:8])=[C:4]([Cl:9])[CH:3]=1.[I-:10].[K+].II. (5) Given the product [CH3:58][C:55]([O:54][C:52]([NH:51][C:40](=[N:39][C:37]([O:36][C:33]([CH3:35])([CH3:34])[CH3:32])=[O:38])[NH:41][C:42]1[CH:50]=[CH:49][C:45]([C:46]([N:14]2[CH2:15][C@@H:11]([N:8]3[CH2:9][CH2:10][N:5]([S:2]([CH3:1])(=[O:4])=[O:3])[CH2:6][CH2:7]3)[CH2:12][C@H:13]2[C:16]([NH:18][C:19]2[CH:31]=[CH:30][C:22]([C:23]([O:25][C:26]([CH3:28])([CH3:27])[CH3:29])=[O:24])=[CH:21][CH:20]=2)=[O:17])=[O:47])=[CH:44][CH:43]=1)=[O:53])([CH3:56])[CH3:57], predict the reactants needed to synthesize it. The reactants are: [CH3:1][S:2]([N:5]1[CH2:10][CH2:9][N:8]([C@@H:11]2[CH2:15][NH:14][C@H:13]([C:16]([NH:18][C:19]3[CH:31]=[CH:30][C:22]([C:23]([O:25][C:26]([CH3:29])([CH3:28])[CH3:27])=[O:24])=[CH:21][CH:20]=3)=[O:17])[CH2:12]2)[CH2:7][CH2:6]1)(=[O:4])=[O:3].[CH3:32][C:33]([O:36][C:37]([NH:39][C:40](=[N:51][C:52]([O:54][C:55]([CH3:58])([CH3:57])[CH3:56])=[O:53])[NH:41][C:42]1[CH:50]=[CH:49][C:45]([C:46](O)=[O:47])=[CH:44][CH:43]=1)=[O:38])([CH3:35])[CH3:34]. (6) Given the product [F:19][C:16]1[CH:17]=[CH:18][C:13]([C:12]([NH:11][O:10][CH2:9][CH2:8][CH2:7][OH:6])=[O:29])=[C:14]([NH:20][C:21]2[CH:26]=[CH:25][C:24]([I:27])=[CH:23][C:22]=2[CH3:28])[CH:15]=1, predict the reactants needed to synthesize it. The reactants are: C([Si](C)(C)[O:6][CH2:7][CH2:8][CH2:9][O:10][NH:11][C:12](=[O:29])[C:13]1[CH:18]=[CH:17][C:16]([F:19])=[CH:15][C:14]=1[NH:20][C:21]1[CH:26]=[CH:25][C:24]([I:27])=[CH:23][C:22]=1[CH3:28])(C)(C)C.OS(O)(=O)=O.C([O-])(O)=O.[Na+].O. (7) Given the product [Cl:31][C:32]1[CH:33]=[C:34]([NH:39][C:40]([NH:2][CH2:3][C:4]2[CH:5]=[C:6]3[C:11](=[CH:12][CH:13]=2)[N:10]=[C:9]([CH3:14])[N:8]([CH:15]2[CH2:20][CH2:19][C:18](=[O:21])[NH:17][C:16]2=[O:22])[C:7]3=[O:23])=[O:41])[CH:35]=[CH:36][C:37]=1[CH3:38], predict the reactants needed to synthesize it. The reactants are: Cl.[NH2:2][CH2:3][C:4]1[CH:5]=[C:6]2[C:11](=[CH:12][CH:13]=1)[N:10]=[C:9]([CH3:14])[N:8]([CH:15]1[CH2:20][CH2:19][C:18](=[O:21])[NH:17][C:16]1=[O:22])[C:7]2=[O:23].C(N(CC)CC)C.[Cl:31][C:32]1[CH:33]=[C:34]([N:39]=[C:40]=[O:41])[CH:35]=[CH:36][C:37]=1[CH3:38]. (8) Given the product [CH:1]1([N:4]2[C:13]3[C:8](=[CH:9][C:10]([F:22])=[C:11]([O:14][S:15]([C:18]([F:21])([F:20])[F:19])(=[O:17])=[O:16])[C:12]=3[O:42][CH3:40])[C:7](=[O:23])[C:6]([C:24]([O:26][CH2:27][CH3:28])=[O:25])=[CH:5]2)[CH2:2][CH2:3]1, predict the reactants needed to synthesize it. The reactants are: [CH:1]1([N:4]2[C:13]3[C:8](=[CH:9][C:10]([F:22])=[C:11]([O:14][S:15]([C:18]([F:21])([F:20])[F:19])(=[O:17])=[O:16])[CH:12]=3)[C:7](=[O:23])[C:6]([C:24]([O:26][CH2:27][CH3:28])=[O:25])=[CH:5]2)[CH2:3][CH2:2]1.C1(N2C3C(=CC(F)=C(F)[C:40]=3[O:42]C)C(=O)C=C2C(O)=O)CC1.